Dataset: Catalyst prediction with 721,799 reactions and 888 catalyst types from USPTO. Task: Predict which catalyst facilitates the given reaction. (1) Reactant: C([O-])([O-])=O.[K+].[K+].Br[CH2:8][C:9]#[C:10][C@:11]([NH:23][C@H:24]([C:30]([NH:32][C@H:33]([C:36]([NH2:38])=[O:37])[CH2:34][SH:35])=[O:31])[CH2:25][C:26]([F:29])([CH3:28])[CH3:27])([C:16]1[CH:21]=[CH:20][C:19]([Br:22])=[CH:18][CH:17]=1)[C:12]([F:15])([F:14])[F:13].O.CCOC(C)=O. Product: [Br:22][C:19]1[CH:18]=[CH:17][C:16]([C@:11]2([C:12]([F:13])([F:14])[F:15])[C:10]#[C:9][CH2:8][S:35][CH2:34][C@@H:33]([C:36]([NH2:38])=[O:37])[NH:32][C:30](=[O:31])[C@H:24]([CH2:25][C:26]([F:29])([CH3:28])[CH3:27])[NH:23]2)=[CH:21][CH:20]=1. The catalyst class is: 3. (2) Reactant: [Cl:1][C:2]1[C:7]([O:8][CH3:9])=[CH:6][C:5]([C:10]2[C:14](N)=[C:13]([C:16]([O:18][CH3:19])=[O:17])[S:12][N:11]=2)=[C:4]([F:20])[CH:3]=1.N(OC(C)(C)C)=O. The catalyst class is: 10. Product: [Cl:1][C:2]1[C:7]([O:8][CH3:9])=[CH:6][C:5]([C:10]2[CH:14]=[C:13]([C:16]([O:18][CH3:19])=[O:17])[S:12][N:11]=2)=[C:4]([F:20])[CH:3]=1. (3) Reactant: C([N:3]([CH2:6][CH3:7])[CH2:4]C)C.ClC(OCC)=O.NC1C[C:22]2[C:17](=[CH:18][CH:19]=[CH:20][CH:21]=2)[CH2:16]1. Product: [CH2:16]1[C:17]2[C:18](=[CH:19][CH:20]=[CH:21][CH:22]=2)[CH2:7][CH:6]1[NH:3][CH3:4]. The catalyst class is: 49. (4) Reactant: [CH3:1][N:2]1[CH2:6][CH2:5][CH2:4][CH2:3]1.[Br:7][CH2:8][CH2:9][CH2:10][CH3:11]. Product: [Br-:7].[CH2:8]([N+:2]1([CH3:1])[CH2:6][CH2:5][CH2:4][CH2:3]1)[CH2:9][CH2:10][CH3:11]. The catalyst class is: 41. (5) Reactant: [N:1]1([C:7]2[CH:12]=[CH:11][C:10]([NH:13][C:14]([C:16]3[C:17]([C:22]4[CH:27]=[CH:26][C:25]([C:28]([F:31])([F:30])[F:29])=[CH:24][CH:23]=4)=[CH:18][CH:19]=[CH:20][CH:21]=3)=[O:15])=[CH:9][CH:8]=2)[CH2:6][CH2:5][NH:4][CH2:3][CH2:2]1.CCN(CC)CC.[C:39]([C:41]1[CH:42]=[C:43]([S:47](Cl)(=[O:49])=[O:48])[CH:44]=[CH:45][CH:46]=1)#[N:40]. Product: [C:39]([C:41]1[CH:42]=[C:43]([S:47]([N:4]2[CH2:5][CH2:6][N:1]([C:7]3[CH:8]=[CH:9][C:10]([NH:13][C:14]([C:16]4[C:17]([C:22]5[CH:27]=[CH:26][C:25]([C:28]([F:29])([F:31])[F:30])=[CH:24][CH:23]=5)=[CH:18][CH:19]=[CH:20][CH:21]=4)=[O:15])=[CH:11][CH:12]=3)[CH2:2][CH2:3]2)(=[O:49])=[O:48])[CH:44]=[CH:45][CH:46]=1)#[N:40]. The catalyst class is: 2. (6) Reactant: [Br:1][C:2]1[CH:7]=[CH:6][CH:5]=[CH:4][C:3]=1[OH:8].[N+:9]([O-])([O-:11])=[O:10].[Na+]. Product: [Br:1][C:2]1[CH:7]=[CH:6][CH:5]=[C:4]([N+:9]([O-:11])=[O:10])[C:3]=1[OH:8]. The catalyst class is: 445. (7) Product: [Cl:1][C:2]1[CH:3]=[CH:4][C:5]([C:8]2[CH:9]=[N:10][CH:11]=[C:12]3[C:17]=2[N:16]=[C:15]([C:18]([NH:61][CH2:60][C:56]2[CH:55]=[N:54][CH:59]=[CH:58][CH:57]=2)=[O:20])[CH:14]=[CH:13]3)=[CH:6][CH:7]=1. Reactant: [Cl:1][C:2]1[CH:7]=[CH:6][C:5]([C:8]2[CH:9]=[N:10][CH:11]=[C:12]3[C:17]=2[N:16]=[C:15]([C:18]([OH:20])=O)[CH:14]=[CH:13]3)=[CH:4][CH:3]=1.C(N(CC)C(C)C)(C)C.F[P-](F)(F)(F)(F)F.N1(OC(N(C)C)=[N+](C)C)C2N=CC=CC=2N=N1.[N:54]1[CH:59]=[CH:58][CH:57]=[C:56]([CH2:60][NH2:61])[CH:55]=1. The catalyst class is: 9.